This data is from Catalyst prediction with 721,799 reactions and 888 catalyst types from USPTO. The task is: Predict which catalyst facilitates the given reaction. (1) Product: [CH:1]1[N:5]2[CH:6]3[C@H:11]([CH:12]=[CH:13][C:4]2=[N:3][CH:2]=1)[C@H:10]1[CH2:14][CH2:15][C@H:16]2[C@H:20]([C@@H:9]1[CH2:8][CH2:7]3)[CH2:19][CH2:18][C@H:17]2[C:21]([OH:23])=[O:22]. The catalyst class is: 24. Reactant: [CH:1]1[N:5]2[CH:6]3[C@H:11]([CH:12]=[CH:13][C:4]2=[N:3][CH:2]=1)[C@H:10]1[CH2:14][CH2:15][C@H:16]2[C@H:20]([C@@H:9]1[CH2:8][CH2:7]3)[CH2:19][CH2:18][C@H:17]2[C:21]([O:23]CC)=[O:22].[OH-].[Na+]. (2) Reactant: C(OC(=O)[NH:7][CH:8]([C:10](=[O:35])[NH:11][CH:12]([C:16]([N:18]1[CH2:22][CH2:21][CH2:20][CH:19]1[CH2:23][C:24]1[C:28]2[CH:29]=[C:30]([O:33][CH3:34])[CH:31]=[CH:32][C:27]=2[O:26][CH:25]=1)=[O:17])[CH:13]([CH3:15])[CH3:14])[CH3:9])(C)(C)C.C(O)(C(F)(F)F)=O. Product: [NH2:7][CH:8]([CH3:9])[C:10]([NH:11][CH:12]([C:16]([N:18]1[CH2:22][CH2:21][CH2:20][CH:19]1[CH2:23][C:24]1[C:28]2[CH:29]=[C:30]([O:33][CH3:34])[CH:31]=[CH:32][C:27]=2[O:26][CH:25]=1)=[O:17])[CH:13]([CH3:15])[CH3:14])=[O:35]. The catalyst class is: 2. (3) Reactant: [N+:1]([C:4]1[CH:20]=[CH:19][C:7]([O:8][C:9]2[CH:14]=[CH:13][N:12]=[C:11]([C:15]([F:18])([F:17])[F:16])[CH:10]=2)=[CH:6][CH:5]=1)([O-])=O. Product: [F:18][C:15]([F:16])([F:17])[C:11]1[CH:10]=[C:9]([O:8][C:7]2[CH:19]=[CH:20][C:4]([NH2:1])=[CH:5][CH:6]=2)[CH:14]=[CH:13][N:12]=1. The catalyst class is: 227. (4) Product: [Cl:12][C:9]1[CH:10]=[C:11]2[C:6](=[CH:7][C:8]=1[Cl:13])[N:5]([C@@H:14]1[O:28][C@H:27]([CH2:16][OH:17])[C@@H:29]([OH:30])[CH2:15]1)[C:4]([O:42][CH3:41])=[C:3]2[CH:1]=[O:2]. The catalyst class is: 5. Reactant: [CH:1]([C:3]1[C:11]2[C:6](=[CH:7][C:8]([Cl:13])=[C:9]([Cl:12])[CH:10]=2)[N:5]([C@@H:14]2[O:28][C@H:27]([CH2:29][O:30]C(C3C=CC(C)=CC=3)=O)[C@@H:16]([O:17]C(C3C=CC(C)=CC=3)=O)[CH2:15]2)[C:4]=1Cl)=[O:2].[CH3:41][O-:42].[Na+].CO.C(Cl)(Cl)Cl. (5) Reactant: [CH3:1][O:2][N:3]([CH3:12])[C:4]([CH:6]1CC[C:8](=O)[CH2:7]1)=[O:5].COCCN(S(F)(F)F)CCOC.F[C:27]([F:32])([F:31])[C:28](O)=O. Product: [F:31][C:27]1([F:32])[CH2:8][CH2:7][CH:6]([C:4]([N:3]([O:2][CH3:1])[CH3:12])=[O:5])[CH2:28]1. The catalyst class is: 691.